Dataset: Full USPTO retrosynthesis dataset with 1.9M reactions from patents (1976-2016). Task: Predict the reactants needed to synthesize the given product. (1) Given the product [F:1][C:2]1[CH:20]=[CH:19][C:5]([CH2:6][C:7]2[CH:8]=[N:9][C:10]3[N:11]([N:13]=[CH:14][C:15]=3[C:16]([O:25][CH2:26][C:27]([NH2:29])=[O:28])=[O:17])[CH:12]=2)=[CH:4][C:3]=1[C:21]([F:24])([F:23])[F:22], predict the reactants needed to synthesize it. The reactants are: [F:1][C:2]1[CH:20]=[CH:19][C:5]([CH2:6][C:7]2[CH:8]=[N:9][C:10]3[N:11]([N:13]=[CH:14][C:15]=3[C:16](Cl)=[O:17])[CH:12]=2)=[CH:4][C:3]=1[C:21]([F:24])([F:23])[F:22].[OH:25][CH2:26][C:27]([NH2:29])=[O:28]. (2) Given the product [O:19]=[C:20]1[CH2:25][CH2:24][CH2:23][CH2:22][CH:21]1[NH:26][C:27](=[O:36])[O:28][CH2:29][C:30]1[CH:31]=[CH:32][CH:33]=[CH:34][CH:35]=1, predict the reactants needed to synthesize it. The reactants are: OS(O)(=O)=O.CC(C)=O.OS(O)(=O)=O.O=[Cr](=O)=O.[OH:19][CH:20]1[CH2:25][CH2:24][CH2:23][CH2:22][CH:21]1[NH:26][C:27](=[O:36])[O:28][CH2:29][C:30]1[CH:35]=[CH:34][CH:33]=[CH:32][CH:31]=1. (3) Given the product [ClH:13].[ClH:13].[CH3:12][N:2]([CH3:1])[CH2:3][CH2:4][CH2:5][N:6]1[CH2:7][CH2:8][N:9]([C:44]([C:41]2[CH:42]=[CH:43][C:38]([N:29]3[N:28]=[C:27]([C:19]4[C:20]5[CH2:21][C:22]([CH3:26])([CH3:25])[O:23][C:24]=5[C:16]([O:15][CH3:14])=[CH:17][CH:18]=4)[C@@H:36]4[C@@H:31]([CH2:32][CH:33]=[CH:34][CH2:35]4)[C:30]3=[O:37])=[CH:39][CH:40]=2)=[O:45])[CH2:10][CH2:11]1, predict the reactants needed to synthesize it. The reactants are: [CH3:1][N:2]([CH3:12])[CH2:3][CH2:4][CH2:5][N:6]1[CH2:11][CH2:10][NH:9][CH2:8][CH2:7]1.[ClH:13].[CH3:14][O:15][C:16]1[C:24]2[O:23][C:22]([CH3:26])([CH3:25])[CH2:21][C:20]=2[C:19]([C:27]2[C@@H:36]3[C@@H:31]([CH2:32][CH:33]=[CH:34][CH2:35]3)[C:30](=[O:37])[N:29]([C:38]3[CH:43]=[CH:42][C:41]([C:44](N4CCN(C/C=C/C5C=CC=CC=5)CC4)=[O:45])=[CH:40][CH:39]=3)[N:28]=2)=[CH:18][CH:17]=1. (4) The reactants are: [NH2:1][C@@H:2]1[CH2:7][CH2:6][C@H:5]([NH:8][C:9](=[O:18])[C:10]2[CH:15]=[CH:14][C:13]([F:16])=[C:12]([F:17])[CH:11]=2)[CH2:4][CH2:3]1.Cl[C:20]1[N:25]=[CH:24][N:23]=[C:22]([N:26]([CH3:28])[CH3:27])[CH:21]=1.C([O-])(O)=O.[Na+]. Given the product [CH3:27][N:26]([CH3:28])[C:22]1[N:23]=[CH:24][N:25]=[C:20]([NH:1][C@@H:2]2[CH2:3][CH2:4][C@H:5]([NH:8][C:9](=[O:18])[C:10]3[CH:15]=[CH:14][C:13]([F:16])=[C:12]([F:17])[CH:11]=3)[CH2:6][CH2:7]2)[CH:21]=1, predict the reactants needed to synthesize it.